Predict the reaction yield, written as a fraction of the theoretical maximum amount of product (1.0 means a 100% yield; for example, 0.34 means a 34% yield). From a dataset of Reaction yield outcomes from USPTO patents with 853,638 reactions. The reactants are [F:1][C:2]1[CH:11]=[CH:10][CH:9]=[C:8]2[C:3]=1[CH:4]=[CH:5][CH:6]=[C:7]2[OH:12].C(N(C(C)C)C(C)C)C.Cl[CH2:23][O:24][CH3:25].C(=O)([O-])[O-].[Na+].[Na+]. The catalyst is ClCCl. The product is [F:1][C:2]1[CH:11]=[CH:10][CH:9]=[C:8]2[C:3]=1[CH:4]=[CH:5][CH:6]=[C:7]2[O:12][CH2:23][O:24][CH3:25]. The yield is 0.790.